Dataset: Peptide-MHC class II binding affinity with 134,281 pairs from IEDB. Task: Regression. Given a peptide amino acid sequence and an MHC pseudo amino acid sequence, predict their binding affinity value. This is MHC class II binding data. (1) The peptide sequence is KKLIPSWASVKEDLV. The MHC is HLA-DQA10201-DQB10303 with pseudo-sequence HLA-DQA10201-DQB10303. The binding affinity (normalized) is 0.161. (2) The peptide sequence is AAATAGTTCYGAFAA. The MHC is HLA-DPA10103-DPB10601 with pseudo-sequence HLA-DPA10103-DPB10601. The binding affinity (normalized) is 0.0841. (3) The peptide sequence is ACKVAATAANAAPAN. The MHC is DRB1_0901 with pseudo-sequence DRB1_0901. The binding affinity (normalized) is 0.292. (4) The peptide sequence is PKQMLVGGVVLLGAMK. The MHC is HLA-DQA10201-DQB10303 with pseudo-sequence HLA-DQA10201-DQB10303. The binding affinity (normalized) is 0.582. (5) The MHC is HLA-DQA10201-DQB10202 with pseudo-sequence HLA-DQA10201-DQB10202. The binding affinity (normalized) is 0. The peptide sequence is TVWEQILNTWLVKPG. (6) The peptide sequence is FDAFVAYHIGARIVS. The MHC is DRB4_0101 with pseudo-sequence DRB4_0103. The binding affinity (normalized) is 0.389.